Dataset: Forward reaction prediction with 1.9M reactions from USPTO patents (1976-2016). Task: Predict the product of the given reaction. (1) Given the reactants C1(P(C2C=CC=CC=2)C2C=CC=CC=2)C=CC=CC=1.[Br:20]Br.[CH3:22][O:23][C:24]1[CH:29]=[CH:28][C:27](/[CH:30]=[CH:31]/[CH2:32]O)=[C:26]([N+:34]([O-:36])=[O:35])[CH:25]=1.N1C=CC=CC=1, predict the reaction product. The product is: [Br:20][CH2:32][CH:31]=[CH:30][C:27]1[CH:28]=[CH:29][C:24]([O:23][CH3:22])=[CH:25][C:26]=1[N+:34]([O-:36])=[O:35]. (2) Given the reactants [C:1]([O:5][C:6](=[O:40])[NH:7][C:8]1([C:12]2[CH:17]=[CH:16][C:15]([C:18]3[C:27](=[O:28])[C:26]4[C:21](=[CH:22][C:23]([C:29]5[NH:30][N:31]=[CH:32][CH:33]=5)=[CH:24][CH:25]=4)[O:20][C:19]=3[C:34]3[CH:39]=[CH:38][CH:37]=[CH:36][CH:35]=3)=[CH:14][CH:13]=2)[CH2:11][CH2:10][CH2:9]1)([CH3:4])([CH3:3])[CH3:2].[C:41]([O:45]C(=O)NC1(C2C=CC(C3C(=O)C4C(=CC(Br)=C(OC)C=4)OC=3C3C=CC=CC=3)=CC=2)CCC1)(C)(C)C, predict the reaction product. The product is: [C:1]([O:5][C:6](=[O:40])[NH:7][C:8]1([C:12]2[CH:13]=[CH:14][C:15]([C:18]3[C:27](=[O:28])[C:26]4[C:21](=[CH:22][C:23]([C:29]5[NH:30][N:31]=[CH:32][CH:33]=5)=[C:24]([O:45][CH3:41])[CH:25]=4)[O:20][C:19]=3[C:34]3[CH:35]=[CH:36][CH:37]=[CH:38][CH:39]=3)=[CH:16][CH:17]=2)[CH2:11][CH2:10][CH2:9]1)([CH3:4])([CH3:2])[CH3:3]. (3) Given the reactants [Cl:1][C:2]1[C:3]([NH:25][C:26]2[CH:35]=[CH:34][CH:33]=[CH:32][C:27]=2[C:28]([NH:30][CH3:31])=[O:29])=[N:4][C:5]([NH:8][C:9]2[CH:10]=[C:11]3[C:17](=[CH:18][CH:19]=2)[CH:16]2[CH2:20][CH2:21][CH:12]3[CH2:13][N:14]([CH2:22][C:23]#C)[CH2:15]2)=[N:6][CH:7]=1.C(Cl)(=[O:38])C, predict the reaction product. The product is: [C:22]([N:14]1[CH2:13][CH:12]2[CH2:21][CH2:20][CH:16]([C:17]3[C:11]2=[CH:10][C:9]([NH:8][C:5]2[N:4]=[C:3]([NH:25][C:26]4[CH:35]=[CH:34][CH:33]=[CH:32][C:27]=4[C:28]([NH:30][CH3:31])=[O:29])[C:2]([Cl:1])=[CH:7][N:6]=2)=[CH:19][CH:18]=3)[CH2:15]1)(=[O:38])[CH3:23]. (4) Given the reactants [OH:1][C:2]1[C:3](=[O:29])[C:4]([C:18]2[N:22]([C:23]3[CH:28]=[CH:27][CH:26]=[CH:25][CH:24]=3)[N:21]=[CH:20][CH:19]=2)=[N:5][N:6]([C:8]2[CH:13]=[CH:12][CH:11]=[C:10]([C:14]([F:17])([F:16])[F:15])[CH:9]=2)[CH:7]=1.Br[CH2:31][CH:32]1[CH2:34][CH2:33]1.C([O-])([O-])=O.[K+].[K+].O, predict the reaction product. The product is: [CH:32]1([CH2:31][O:1][C:2]2[C:3](=[O:29])[C:4]([C:18]3[N:22]([C:23]4[CH:24]=[CH:25][CH:26]=[CH:27][CH:28]=4)[N:21]=[CH:20][CH:19]=3)=[N:5][N:6]([C:8]3[CH:13]=[CH:12][CH:11]=[C:10]([C:14]([F:16])([F:15])[F:17])[CH:9]=3)[CH:7]=2)[CH2:34][CH2:33]1. (5) Given the reactants Br[C:2]1[CH:10]=[C:9]2[C:5]([CH:6]=[N:7][N:8]2[S:11]([C:14]2[CH:19]=[CH:18][CH:17]=[CH:16][CH:15]=2)(=[O:13])=[O:12])=[C:4]([C:20]2[O:21][C:22]([CH2:25][N:26]3[CH2:31][CH2:30][N:29]4[CH2:32][CH2:33][CH2:34][C@H:28]4[CH2:27]3)=[N:23][N:24]=2)[CH:3]=1.[CH3:35][O:36][C:37]1[C:42]([NH:43][S:44]([CH3:47])(=[O:46])=[O:45])=[CH:41][C:40](B2OC(C)(C)C(C)(C)O2)=[CH:39][N:38]=1.[O-]P([O-])([O-])=O.[K+].[K+].[K+], predict the reaction product. The product is: [CH2:27]1[N:26]([CH2:25][C:22]2[O:21][C:20]([C:4]3[CH:3]=[C:2]([C:40]4[CH:41]=[C:42]([NH:43][S:44]([CH3:47])(=[O:45])=[O:46])[C:37]([O:36][CH3:35])=[N:38][CH:39]=4)[CH:10]=[C:9]4[C:5]=3[CH:6]=[N:7][N:8]4[S:11]([C:14]3[CH:15]=[CH:16][CH:17]=[CH:18][CH:19]=3)(=[O:12])=[O:13])=[N:24][N:23]=2)[CH2:31][CH2:30][N:29]2[CH2:32][CH2:33][CH2:34][C@@H:28]12. (6) Given the reactants [C:1]1([CH:7]([N:13]2[CH2:18][CH2:17][N:16]([S:19]([C:22]3[CH:27]=[CH:26][C:25]([CH3:28])=[CH:24][CH:23]=3)(=[O:21])=[O:20])[CH2:15][CH2:14]2)[CH2:8][S:9][C:10](=O)[CH3:11])[CH:6]=[CH:5][CH:4]=[CH:3][CH:2]=1.C[O-].[Na+].[F:32][C:33]([F:47])([F:46])[C:34]1[CH:35]=C([CH:39]=[C:40]([C:42]([F:45])([F:44])[F:43])[CH:41]=1)CBr, predict the reaction product. The product is: [F:32][C:33]([F:46])([F:47])[C:34]1[CH:35]=[C:11]([CH:39]=[C:40]([C:42]([F:43])([F:44])[F:45])[CH:41]=1)[CH2:10][S:9][CH2:8][CH:7]([N:13]1[CH2:18][CH2:17][N:16]([S:19]([C:22]2[CH:27]=[CH:26][C:25]([CH3:28])=[CH:24][CH:23]=2)(=[O:21])=[O:20])[CH2:15][CH2:14]1)[C:1]1[CH:6]=[CH:5][CH:4]=[CH:3][CH:2]=1.